This data is from Full USPTO retrosynthesis dataset with 1.9M reactions from patents (1976-2016). The task is: Predict the reactants needed to synthesize the given product. Given the product [F:1][C:2]1[CH:3]=[C:4]([C:5]2[N:6]=[C:19]([C:17]3[CH:18]=[N:13][CH:14]=[N:15][CH:16]=3)[O:8][N:7]=2)[CH:9]=[CH:10][C:11]=1[F:12].[N:13]1[CH:18]=[C:17]([C:19]([Cl:21])=[O:20])[CH:16]=[N:15][CH:14]=1, predict the reactants needed to synthesize it. The reactants are: [F:1][C:2]1[CH:3]=[C:4]([CH:9]=[CH:10][C:11]=1[F:12])[C:5](=[N:7][OH:8])[NH2:6].[N:13]1[CH:18]=[C:17]([C:19]([Cl:21])=[O:20])[CH:16]=[N:15][CH:14]=1.N1C=C(C(O)=O)C=NC=1.C(Cl)(=O)C(Cl)=O.